Predict the reactants needed to synthesize the given product. From a dataset of Retrosynthesis with 50K atom-mapped reactions and 10 reaction types from USPTO. (1) Given the product C[C@@H](O)[C@H](O)[C@H](O)[C@@H](O)CO, predict the reactants needed to synthesize it. The reactants are: C[C@@H](O)[C@H](O)[C@H](O)[C@@H](O)C=O. (2) Given the product CCN(CC1CCCO1)c1nc(Nc2ccc(-n3ccnc3C)cc2)nc2c1CNCC2, predict the reactants needed to synthesize it. The reactants are: CCN(CC1CCCO1)c1nc(Nc2ccc(-n3ccnc3C)cc2)nc2c1CN(C(=O)OC(C)(C)C)CC2. (3) Given the product O=C(CCc1cccnc1)NCCCCC1CCNCC1, predict the reactants needed to synthesize it. The reactants are: O=C(CCc1cccnc1)NCCCCC1CCN(C(c2ccccc2)c2ccccc2)CC1. (4) Given the product CC(C)CC(O)C(=O)NC(COCc1ccccc1)C(N)=O, predict the reactants needed to synthesize it. The reactants are: CC(C)CC(O)C(=O)O.NC(=O)C(N)COCc1ccccc1. (5) Given the product CCC(=O)NCc1ccc(Cl)c(C=O)c1, predict the reactants needed to synthesize it. The reactants are: CCC(=O)NCc1ccc(Cl)c(CO)c1. (6) Given the product c1ccc([C@@H]2COc3ccccc3N2)cc1, predict the reactants needed to synthesize it. The reactants are: c1ccc(C2=Nc3ccccc3OC2)cc1. (7) Given the product COC(=O)[C@H]1C[C@H](S(=O)(=O)c2ccc(N=[N+]=[N-])cc2C(F)(F)F)C[C@@H]1OC, predict the reactants needed to synthesize it. The reactants are: COC(=O)[C@H]1C[C@H](S(=O)(=O)c2ccc(Br)cc2C(F)(F)F)C[C@@H]1OC.[N-]=[N+]=[N-].